This data is from Reaction yield outcomes from USPTO patents with 853,638 reactions. The task is: Predict the reaction yield, written as a fraction of the theoretical maximum amount of product (1.0 means a 100% yield; for example, 0.34 means a 34% yield). (1) The reactants are [Br:1][C:2]1[CH:3]=[C:4]([N+:10]([O-])=O)[C:5]([F:9])=[C:6]([F:8])[CH:7]=1.[CH:13]([Mg]Br)=[CH2:14].C1COCC1.[Cl-].[NH4+]. The catalyst is C1COCC1. The product is [Br:1][C:2]1[CH:7]=[C:6]([F:8])[C:5]([F:9])=[C:4]2[C:3]=1[CH:13]=[CH:14][NH:10]2. The yield is 0.120. (2) The reactants are I[C:2]1[CH:3]=[N:4][N:5]([CH:7]2[CH2:12][CH2:11][CH2:10][CH2:9][O:8]2)[CH:6]=1.[C:13]1(B2OC(C)(C)C(C)(C)O2)[CH2:17][CH2:16][CH2:15][CH:14]=1.C(=O)([O-])[O-].[Cs+].[Cs+].O1CCOCC1. The catalyst is C1C=CC(P(C2C=CC=CC=2)[C-]2C=CC=C2)=CC=1.C1C=CC(P(C2C=CC=CC=2)[C-]2C=CC=C2)=CC=1.Cl[Pd]Cl.[Fe+2].O. The product is [C:13]1([C:2]2[CH:3]=[N:4][N:5]([CH:7]3[CH2:12][CH2:11][CH2:10][CH2:9][O:8]3)[CH:6]=2)[CH2:17][CH2:16][CH2:15][CH:14]=1. The yield is 0.850. (3) The reactants are C([N-]C(C)C)(C)C.[Li+].[CH2:9]([O:11][C:12](=[O:23])[CH2:13][C:14]1[CH:19]=[CH:18][C:17]([N+:20]([O-:22])=[O:21])=[CH:16][CH:15]=1)[CH3:10].I[CH2:25][CH:26]1[CH2:30][CH2:29][CH2:28][CH2:27]1. The catalyst is O1CCCC1.CN(C)P(N(C)C)(N(C)C)=O.CN(C)P(N(C)C)(N(C)C)=O. The product is [CH2:9]([O:11][C:12](=[O:23])[CH:13]([C:14]1[CH:19]=[CH:18][C:17]([N+:20]([O-:22])=[O:21])=[CH:16][CH:15]=1)[CH2:25][CH:26]1[CH2:30][CH2:29][CH2:28][CH2:27]1)[CH3:10]. The yield is 0.772. (4) The reactants are [NH2:1][C:2]1[CH:7]=[CH:6][C:5]([C:8]2[C:12]3[C:13]([NH2:18])=[N:14][CH:15]=[C:16](I)[C:11]=3[S:10][CH:9]=2)=[CH:4][CH:3]=1.[CH2:19]([N:22]1[C:26](=[O:27])[C:25]2=[CH:28][CH:29]=[CH:30][CH:31]=[C:24]2[C:23]1=[O:32])[C:20]#[CH:21].O. The catalyst is CN(C=O)C.C(N(CC)CC)C.[Cu]I. The product is [NH2:18][C:13]1[C:12]2[C:8]([C:5]3[CH:6]=[CH:7][C:2]([NH2:1])=[CH:3][CH:4]=3)=[CH:9][S:10][C:11]=2[C:16]([C:21]#[C:20][CH2:19][N:22]2[C:26](=[O:27])[C:25]3[C:24](=[CH:31][CH:30]=[CH:29][CH:28]=3)[C:23]2=[O:32])=[CH:15][N:14]=1. The yield is 0.430. (5) The reactants are I[C:2]1[C:3]2[CH:10]=[CH:9][NH:8][C:4]=2[N:5]=[CH:6][N:7]=1.[Si:11]([O:18][CH2:19][CH:20]1[CH2:25][CH2:24][CH:23]([C:26](N(OC)C)=[O:27])[CH2:22][CH2:21]1)([C:14]([CH3:17])([CH3:16])[CH3:15])([CH3:13])[CH3:12].[Cl-].[NH4+]. The catalyst is O1CCCC1. The product is [Si:11]([O:18][CH2:19][CH:20]1[CH2:21][CH2:22][CH:23]([C:26]([C:2]2[C:3]3[CH:10]=[CH:9][NH:8][C:4]=3[N:5]=[CH:6][N:7]=2)=[O:27])[CH2:24][CH2:25]1)([C:14]([CH3:17])([CH3:16])[CH3:15])([CH3:13])[CH3:12]. The yield is 0.670. (6) The reactants are [NH:1]1[CH2:11][CH2:10][CH:4]([C:5]([O:7][CH2:8][CH3:9])=[O:6])[CH2:3][CH2:2]1.[F:12][C:13]([F:18])([F:17])[CH2:14][CH:15]=O.CC(O)=O.C([BH3-])#N.[Na+]. The catalyst is C1COCC1.CO. The product is [F:12][C:13]([F:18])([F:17])[CH2:14][CH2:15][N:1]1[CH2:2][CH2:3][CH:4]([C:5]([O:7][CH2:8][CH3:9])=[O:6])[CH2:10][CH2:11]1. The yield is 0.680. (7) The reactants are [C:1]([C:5]1[CH:6]=[C:7]([CH:16]=[C:17]([C:19]2[N:20]([CH2:29][CH:30]3[CH2:35][CH2:34][CH2:33][CH2:32][CH2:31]3)[C:21]([CH3:28])=[C:22]([S:24](=[O:27])(=[O:26])[NH2:25])[CH:23]=2)[CH:18]=1)[O:8][CH2:9][CH2:10][CH2:11][C:12]([O:14]C)=[O:13])([CH3:4])([CH3:3])[CH3:2].[Li+].[OH-]. The catalyst is CO.C1COCC1. The product is [C:1]([C:5]1[CH:6]=[C:7]([CH:16]=[C:17]([C:19]2[N:20]([CH2:29][CH:30]3[CH2:31][CH2:32][CH2:33][CH2:34][CH2:35]3)[C:21]([CH3:28])=[C:22]([S:24](=[O:26])(=[O:27])[NH2:25])[CH:23]=2)[CH:18]=1)[O:8][CH2:9][CH2:10][CH2:11][C:12]([OH:14])=[O:13])([CH3:4])([CH3:2])[CH3:3]. The yield is 0.800.